From a dataset of NCI-60 drug combinations with 297,098 pairs across 59 cell lines. Regression. Given two drug SMILES strings and cell line genomic features, predict the synergy score measuring deviation from expected non-interaction effect. (1) Drug 1: CN(CCCl)CCCl.Cl. Drug 2: C1C(C(OC1N2C=NC(=NC2=O)N)CO)O. Cell line: 786-0. Synergy scores: CSS=9.33, Synergy_ZIP=-6.77, Synergy_Bliss=-2.14, Synergy_Loewe=-4.64, Synergy_HSA=-2.67. (2) Drug 1: CNC(=O)C1=CC=CC=C1SC2=CC3=C(C=C2)C(=NN3)C=CC4=CC=CC=N4. Drug 2: COC1=CC(=CC(=C1O)OC)C2C3C(COC3=O)C(C4=CC5=C(C=C24)OCO5)OC6C(C(C7C(O6)COC(O7)C8=CC=CS8)O)O. Cell line: K-562. Synergy scores: CSS=67.1, Synergy_ZIP=-3.26, Synergy_Bliss=-5.10, Synergy_Loewe=-4.31, Synergy_HSA=-1.68. (3) Drug 1: CN(C)C(=N)N=C(N)N. Drug 2: C1=CC(=C(C=C1I)F)NC2=C(C=CC(=C2F)F)C(=O)NOCC(CO)O. Cell line: OVCAR3. Synergy scores: CSS=13.7, Synergy_ZIP=2.17, Synergy_Bliss=6.00, Synergy_Loewe=-2.11, Synergy_HSA=4.65.